This data is from Forward reaction prediction with 1.9M reactions from USPTO patents (1976-2016). The task is: Predict the product of the given reaction. (1) Given the reactants [CH3:1][C:2]1[CH:31]=[CH:30][CH:29]=[C:28]([CH3:32])[C:3]=1[CH2:4][NH:5][C:6]1[CH:7]=[C:8]2[C:13](=[CH:14][C:15]=1[F:16])[N:12]=[C:11]([N:17]1[CH:21]=[C:20]([C:22]([O:24]CC)=[O:23])[CH:19]=[N:18]1)[NH:10][C:9]2=O.[CH3:33][NH:34][CH2:35][CH3:36], predict the reaction product. The product is: [CH3:1][C:2]1[CH:31]=[CH:30][CH:29]=[C:28]([CH3:32])[C:3]=1[CH2:4][NH:5][C:6]1[CH:7]=[C:8]2[C:13](=[CH:14][C:15]=1[F:16])[N:12]=[C:11]([N:17]1[CH:21]=[C:20]([C:22]([OH:24])=[O:23])[CH:19]=[N:18]1)[N:10]=[C:9]2[N:34]([CH2:35][CH3:36])[CH3:33]. (2) Given the reactants [SH:1][C:2]1[NH:3][C:4]2[CH:10]=[CH:9][CH:8]=[CH:7][C:5]=2[N:6]=1.Br[CH2:12][C:13]([O:15][CH2:16][CH3:17])=[O:14].C(=O)([O-])[O-].[K+].[K+], predict the reaction product. The product is: [CH2:16]([O:15][C:13](=[O:14])[CH2:12][S:1][C:2]1[NH:6][C:5]2[CH:7]=[CH:8][CH:9]=[CH:10][C:4]=2[N:3]=1)[CH3:17]. (3) Given the reactants [Cl:1][C:2]1[C:6]([Cl:7])=[C:5]([CH3:8])[NH:4][C:3]=1[C:9]([NH:11][C@H:12]1[CH2:17][CH2:16][N:15]([C:18]2[CH:19]=[C:20]([C:26]([C:29]([NH:31]C(C)(C3C=CC=CC=3)C)=[O:30])=[CH:27][N:28]=2)[C:21]([O:23]CC)=[O:22])[CH2:14][C@H:13]1[O:41][CH3:42])=[O:10].Cl, predict the reaction product. The product is: [NH2:31][C:29]([C:26]1[C:20]([C:21]([OH:23])=[O:22])=[CH:19][C:18]([N:15]2[CH2:16][CH2:17][C@H:12]([NH:11][C:9]([C:3]3[NH:4][C:5]([CH3:8])=[C:6]([Cl:7])[C:2]=3[Cl:1])=[O:10])[C@H:13]([O:41][CH3:42])[CH2:14]2)=[N:28][CH:27]=1)=[O:30]. (4) The product is: [Cl:16][C@:12]12[CH2:13][CH2:14][CH2:15][C@@:8]1([C:6]([OH:7])=[O:5])[CH2:9][N:10]([C@@H:18]([C:20]1[CH:21]=[CH:22][CH:23]=[CH:24][CH:25]=1)[CH3:19])[C:11]2=[O:17]. Given the reactants C([O:5][C:6]([C@@:8]12[CH2:15][CH2:14][CH2:13][C@:12]1([Cl:16])[C:11](=[O:17])[N:10]([C@@H:18]([C:20]1[CH:25]=[CH:24][CH:23]=[CH:22][CH:21]=1)[CH3:19])[CH2:9]2)=[O:7])(C)(C)C.FC(F)(F)C(O)=O, predict the reaction product.